From a dataset of Reaction yield outcomes from USPTO patents with 853,638 reactions. Predict the reaction yield, written as a fraction of the theoretical maximum amount of product (1.0 means a 100% yield; for example, 0.34 means a 34% yield). (1) The reactants are [NH2:1][C:2]1[CH:10]=[CH:9][C:5]([C:6]([OH:8])=[O:7])=[CH:4][C:3]=1[CH3:11].C(N(CC)CC)C.[C:19](OC(=O)C)(=[O:21])[CH3:20]. The catalyst is C(Cl)Cl. The product is [C:19]([NH:1][C:2]1[CH:10]=[CH:9][C:5]([C:6]([OH:8])=[O:7])=[CH:4][C:3]=1[CH3:11])(=[O:21])[CH3:20]. The yield is 0.560. (2) No catalyst specified. The product is [Cl-:31].[CH3:20][C:19]1[CH:18]=[C:17]([CH3:21])[CH:16]=[C:15]([CH3:22])[C:14]=1[C:12]([P:11]([CH2:34][CH2:33][C:32]([O:36][CH2:37][CH2:38][N+:39]([CH3:40])([CH3:42])[CH3:41])=[O:35])([C:9](=[O:10])[C:2]1[C:3]([CH3:8])=[CH:4][C:5]([CH3:7])=[CH:6][C:1]=1[CH3:23])=[O:44])=[O:13]. The yield is 0.780. The reactants are [C:1]1([CH3:23])[CH:6]=[C:5]([CH3:7])[CH:4]=[C:3]([CH3:8])[C:2]=1[C:9]([PH:11][C:12]([C:14]1[C:19]([CH3:20])=[CH:18][C:17]([CH3:21])=[CH:16][C:15]=1[CH3:22])=[O:13])=[O:10].CCN(CC)CC.[Cl-:31].[C:32]([O:36][CH2:37][CH2:38][N+:39]([CH3:42])([CH3:41])[CH3:40])(=[O:35])[CH:33]=[CH2:34].Cl.[OH:44]O. (3) The reactants are [O:1]=[C:2]1[C:7]([CH2:8][C:9]2[CH:14]=[CH:13][C:12]([C:15]3[CH:20]=[CH:19][CH:18]=[CH:17][C:16]=3[C:21]3[NH:25][C:24](=[O:26])[O:23][N:22]=3)=[CH:11][CH:10]=2)=[C:6]([CH2:27][CH2:28][CH3:29])[N:5]2[N:30]=[CH:31][N:32]=[C:4]2[N:3]1[CH2:33][C:34]([O:36]C(C)(C)C)=[O:35].FC(F)(F)C(O)=O. The catalyst is C1(C)C=CC=CC=1. The product is [O:1]=[C:2]1[C:7]([CH2:8][C:9]2[CH:10]=[CH:11][C:12]([C:15]3[CH:20]=[CH:19][CH:18]=[CH:17][C:16]=3[C:21]3[NH:25][C:24](=[O:26])[O:23][N:22]=3)=[CH:13][CH:14]=2)=[C:6]([CH2:27][CH2:28][CH3:29])[N:5]2[N:30]=[CH:31][N:32]=[C:4]2[N:3]1[CH2:33][C:34]([OH:36])=[O:35]. The yield is 0.360. (4) The reactants are [Cl:1][C:2]1[CH:10]=[C:9]2[C:5]([C:6]([C:16](=[O:21])C(F)(F)F)=[CH:7][N:8]2[CH2:11][CH2:12][CH:13]([CH3:15])[CH3:14])=[CH:4][CH:3]=1.[OH-:22].[Na+]. The catalyst is O. The product is [Cl:1][C:2]1[CH:10]=[C:9]2[C:5]([C:6]([C:16]([OH:21])=[O:22])=[CH:7][N:8]2[CH2:11][CH2:12][CH:13]([CH3:14])[CH3:15])=[CH:4][CH:3]=1. The yield is 0.695. (5) The reactants are [F:1][C:2]1[CH:7]=[CH:6][C:5]([OH:8])=[CH:4][C:3]=1[CH3:9].C(=O)([O-])[O-].[Cs+].[Cs+].Br[C:17]1[CH:18]=[C:19]([N:23]([CH2:31][C:32]2[CH:37]=[CH:36][CH:35]=[C:34]([O:38][C:39]([F:42])([F:41])[F:40])[CH:33]=2)[CH2:24][C@@H:25]([OH:30])[C:26]([F:29])([F:28])[F:27])[CH:20]=[CH:21][CH:22]=1.C1(C(O)=O)C2C(=CC=CC=2)C=CC=1. The catalyst is CN(C)C(=O)C.C1(C)C=CC=CC=1. The product is [F:1][C:2]1[CH:7]=[CH:6][C:5]([O:8][C:21]2[CH:20]=[C:19]([N:23]([CH2:31][C:32]3[CH:37]=[CH:36][CH:35]=[C:34]([O:38][C:39]([F:40])([F:41])[F:42])[CH:33]=3)[CH2:24][C@@H:25]([OH:30])[C:26]([F:27])([F:28])[F:29])[CH:18]=[CH:17][CH:22]=2)=[CH:4][C:3]=1[CH3:9]. The yield is 0.230. (6) The reactants are [F:1][C:2]1[CH:9]=[C:8]([F:10])[CH:7]=[CH:6][C:3]=1[CH:4]=O.C([CH2:14][S:15]([CH2:18][S:19]([CH2:22][C:23](O)=O)(=[O:21])=[O:20])(=[O:17])=[O:16])(O)=O. The catalyst is C(O)(=O)C. The product is [F:1][C:2]1[CH:9]=[C:8]([F:10])[CH:7]=[CH:6][C:3]=1/[CH:4]=[CH:14]/[S:15]([CH2:18][S:19](/[CH:22]=[CH:23]/[C:7]1[CH:6]=[CH:3][C:2]([F:1])=[CH:9][C:8]=1[F:10])(=[O:21])=[O:20])(=[O:17])=[O:16]. The yield is 0.750. (7) The reactants are C1CO[C:8]23OCC[O:12][C:3]2([C@:4]2([CH2:27][CH2:26][C@H:25]4[C@@H:15]([CH2:16][C:17](=[C:28]([F:30])[F:29])[CH:18]5[C@:23]4([CH3:24])[CH2:22][CH2:21][CH2:20][CH2:19]5)[C@@H:6]2[CH2:7]3)[CH3:5])O1.C=C1C2[C@](C)(CCC(=[O:50])C2)[C@@H]2[C@H]([C@H]3[C@@](CC2)(C)C(=O)CC3)C1. No catalyst specified. The product is [F:29][C:28]([F:30])=[C:17]1[CH:18]2[C@:23]([CH3:24])([CH2:22][CH2:21][C:20](=[O:50])[CH2:19]2)[C@@H:25]2[C@H:15]([C@H:6]3[C@@:4]([CH2:27][CH2:26]2)([CH3:5])[C:3](=[O:12])[CH2:8][CH2:7]3)[CH2:16]1. The yield is 0.990. (8) The reactants are Br[C:2]1[CH:3]=[C:4]2[C:8](=[CH:9][C:10]=1[CH3:11])[NH:7][CH:6]=[C:5]2[CH:12]=[O:13].CC1(C)COB([C:21]2[CH:26]=[CH:25][C:24]([C:27]3([CH2:30][OH:31])[CH2:29][CH2:28]3)=[CH:23][CH:22]=2)OC1.C(=O)([O-])[O-].[K+].[K+]. The yield is 0.740. The product is [OH:31][CH2:30][C:27]1([C:24]2[CH:25]=[CH:26][C:21]([C:2]3[CH:3]=[C:4]4[C:8](=[CH:9][C:10]=3[CH3:11])[NH:7][CH:6]=[C:5]4[CH:12]=[O:13])=[CH:22][CH:23]=2)[CH2:29][CH2:28]1. The catalyst is C1(C)C=CC=CC=1.CCO.O.C1C=CC(P(C2C=CC=CC=2)[C-]2C=CC=C2)=CC=1.C1C=CC(P(C2C=CC=CC=2)[C-]2C=CC=C2)=CC=1.Cl[Pd]Cl.[Fe+2].